From a dataset of Reaction yield outcomes from USPTO patents with 853,638 reactions. Predict the reaction yield, written as a fraction of the theoretical maximum amount of product (1.0 means a 100% yield; for example, 0.34 means a 34% yield). (1) The reactants are [OH:1][CH:2]1[CH2:7][CH2:6][N:5]([C:8]([O:10][CH:11]([CH3:13])[CH3:12])=[O:9])[CH2:4][CH2:3]1.[Cl:14][C:15]1[CH:20]=[C:19](Cl)[N:18]=[CH:17][N:16]=1.CC(C)([O-])C.[K+]. The catalyst is O1CCCC1.O. The product is [Cl:14][C:15]1[N:16]=[CH:17][N:18]=[C:19]([O:1][CH:2]2[CH2:3][CH2:4][N:5]([C:8]([O:10][CH:11]([CH3:13])[CH3:12])=[O:9])[CH2:6][CH2:7]2)[CH:20]=1. The yield is 0.696. (2) The reactants are [CH:1]1([C:4]([NH:6][C:7]2[N:8]=[C:9]3[CH:14]=[CH:13][C:12]([O:15][C:16]4[CH:17]=[C:18]([CH:22]=[CH:23][CH:24]=4)[C:19]([OH:21])=O)=[N:11][N:10]3[CH:25]=2)=[O:5])[CH2:3][CH2:2]1.[NH2:26][C:27]1[CH:28]=[C:29]([C:33]([CH3:37])([CH3:36])[C:34]#[N:35])[CH:30]=[CH:31][CH:32]=1.Cl.CN(C)CCCN=C=NCC. The catalyst is CN(C)C1C=CN=CC=1.N1C=CC=CC=1. The product is [C:34]([C:33]([C:29]1[CH:28]=[C:27]([NH:26][C:19](=[O:21])[C:18]2[CH:22]=[CH:23][CH:24]=[C:16]([O:15][C:12]3[CH:13]=[CH:14][C:9]4[N:10]([CH:25]=[C:7]([NH:6][C:4]([CH:1]5[CH2:2][CH2:3]5)=[O:5])[N:8]=4)[N:11]=3)[CH:17]=2)[CH:32]=[CH:31][CH:30]=1)([CH3:37])[CH3:36])#[N:35]. The yield is 0.450. (3) The reactants are [CH3:1][S:2][C:3]1[N:4]=[C:5]2[CH:11]=[C:10]([CH2:12][OH:13])[NH:9][C:6]2=[N:7][CH:8]=1. The catalyst is CC(C)=O.[O-2].[O-2].[Mn+4]. The product is [CH3:1][S:2][C:3]1[N:4]=[C:5]2[CH:11]=[C:10]([CH:12]=[O:13])[NH:9][C:6]2=[N:7][CH:8]=1. The yield is 0.493. (4) The reactants are [Cl:1][C:2]1[CH:3]=[C:4]([C:9]23[C:17](=O)[NH:16][CH2:15][CH:14]2[CH2:13][CH2:12][CH2:11][CH2:10]3)[CH:5]=[CH:6][C:7]=1[Cl:8].B.Cl. The catalyst is C1COCC1. The product is [Cl:1][C:2]1[CH:3]=[C:4]([C:9]23[CH2:10][CH2:11][CH2:12][CH2:13][CH:14]2[CH2:15][NH:16][CH2:17]3)[CH:5]=[CH:6][C:7]=1[Cl:8]. The yield is 0.240. (5) The reactants are [CH3:1][N:2]([CH2:10][C:11]1[CH:16]=[CH:15][CH:14]=[CH:13][CH:12]=1)C1(C#N)CCCC1.C1([Li])C=CC=CC=1.C(OCCCC)CCC.[BH4-].[Na+].[NH2:35][CH:36]([C:45]1[CH:50]=[CH:49][CH:48]=[CH:47][CH:46]=1)[C:37]1(N(C)C)[CH2:41][CH2:40][CH2:39][CH2:38]1. The catalyst is C1COCC1.CO. The product is [NH2:35][CH:36]([C:45]1[CH:46]=[CH:47][CH:48]=[CH:49][CH:50]=1)[C:37]1([CH2:1][NH:2][CH2:10][C:11]2[CH:16]=[CH:15][CH:14]=[CH:13][CH:12]=2)[CH2:38][CH2:39][CH2:40][CH2:41]1. The yield is 0.470. (6) The yield is 0.890. The catalyst is O.CCOC(C)=O. The reactants are [Br:1][C:2]1[CH:3]=[CH:4][C:5]([OH:11])=[C:6]([C:8](=[O:10])[CH3:9])[CH:7]=1.[Cl:12][C:13]1[CH:20]=[CH:19][C:16]([CH:17]=O)=[CH:15][CH:14]=1.CCO. The product is [Br:1][C:2]1[CH:7]=[C:6]2[C:5](=[CH:4][CH:3]=1)[O:11][CH:17]([C:16]1[CH:19]=[CH:20][C:13]([Cl:12])=[CH:14][CH:15]=1)[CH2:9][C:8]2=[O:10]. (7) The product is [NH2:43][C:42]([NH:41][C:39]1[S:40][C:36]([CH2:35][NH:34][C:4](=[O:5])[CH2:3][N:19]2[C:20]3[CH:25]=[CH:24][CH:23]=[CH:22][C:21]=3[CH:15]([CH2:14][C:13]([O:12][C:8]([CH3:10])([CH3:9])[CH3:11])=[O:31])[CH2:16][CH2:17][C:18]2=[O:26])=[CH:37][N:38]=1)=[NH:44]. The yield is 0.650. The reactants are CN1CC[O:5][CH2:4][CH2:3]1.[C:8]([O:12][C:13](=[O:31])[CH2:14][C:15]1(CC(O)=O)[C:21]2[CH:22]=[CH:23][CH:24]=[CH:25][C:20]=2[NH:19][C:18](=[O:26])[CH2:17][CH2:16]1)([CH3:11])([CH3:10])[CH3:9].Cl.Cl.[NH2:34][CH2:35][C:36]1[S:40][C:39]([NH:41][C:42]([NH2:44])=[NH:43])=[N:38][CH:37]=1.[B-](F)(F)(F)F.CCOC(C(C#N)=NOC(N(C)C)=[N+](C)C)=O.NCCCCC1N=C2C(CCCN2)=CC=1. The catalyst is CN(C=O)C.